Dataset: Catalyst prediction with 721,799 reactions and 888 catalyst types from USPTO. Task: Predict which catalyst facilitates the given reaction. (1) Product: [Br:24][C:16]1[C:17]([O:19][CH3:20])=[CH:18][C:11]2[N:10]([CH2:21][CH3:22])[C:9](=[O:23])[CH:8]([C:6]([O:5][C:1]([CH3:4])([CH3:3])[CH3:2])=[O:7])[CH2:14][CH2:13][C:12]=2[CH:15]=1. The catalyst class is: 671. Reactant: [C:1]([O:5][C:6]([CH:8]1[CH2:14][CH2:13][C:12]2[CH:15]=[CH:16][C:17]([O:19][CH3:20])=[CH:18][C:11]=2[N:10]([CH2:21][CH3:22])[C:9]1=[O:23])=[O:7])([CH3:4])([CH3:3])[CH3:2].[Br:24]N1C(=O)CCC1=O. (2) Reactant: [CH2:1]([Mg]Cl)[C:2]1[CH:7]=[CH:6][CH:5]=[CH:4][CH:3]=1.[CH2:10]1[O:20][C:13]2([CH2:18][CH2:17][C:16](=[O:19])[CH2:15][CH2:14]2)[O:12][CH2:11]1. Product: [CH2:1]([C:16]1([OH:19])[CH2:17][CH2:18][C:13]2([O:20][CH2:10][CH2:11][O:12]2)[CH2:14][CH2:15]1)[C:2]1[CH:7]=[CH:6][CH:5]=[CH:4][CH:3]=1. The catalyst class is: 1. (3) Reactant: [CH2:1]([NH2:4])[CH:2]=[CH2:3].[C:5]([O:9][CH2:10][CH3:11])(=[O:8])[CH:6]=[CH2:7]. Product: [CH2:1]([NH:4][CH2:7][CH2:6][C:5]([O:9][CH2:10][CH3:11])=[O:8])[CH:2]=[CH2:3]. The catalyst class is: 5. (4) Reactant: C([NH:4][C:5]1[NH:6][C:7](=[O:42])[C:8]2[N:9]=[CH:10][N:11]([C@@H:14]3[O:18][C@H:17]([CH2:19][CH:20]([P:28](=[O:31])([OH:30])[OH:29])[S:21][C:22]4[CH:27]=[CH:26][CH:25]=[CH:24][CH:23]=4)[C@@H:16]([F:32])[C@H:15]3[O:33]C(=O)C3C=CC=CC=3)[C:12]=2[N:13]=1)(=O)C. Product: [NH2:4][C:5]1[NH:6][C:7](=[O:42])[C:8]2[N:9]=[CH:10][N:11]([C@@H:14]3[O:18][C@H:17]([CH2:19][CH:20]([P:28](=[O:29])([OH:31])[OH:30])[S:21][C:22]4[CH:23]=[CH:24][CH:25]=[CH:26][CH:27]=4)[C@@H:16]([F:32])[C@H:15]3[OH:33])[C:12]=2[N:13]=1. The catalyst class is: 547.